Dataset: Forward reaction prediction with 1.9M reactions from USPTO patents (1976-2016). Task: Predict the product of the given reaction. (1) Given the reactants Cl[C:2]1[CH:7]=[C:6]([C:8]2[CH:13]=[CH:12][C:11]([O:14][CH:15]([CH3:17])[CH3:16])=[CH:10][CH:9]=2)[N:5]=[C:4]([C:18]2[CH:23]=[N:22][CH:21]=[CH:20][N:19]=2)[CH:3]=1.[OH:24][C@H:25]1[CH2:65][N:28]2[C:29](=[O:64])[C@@H:30]([NH:56][C:57](=[O:63])[O:58][C:59]([CH3:62])([CH3:61])[CH3:60])[C@H:31]([CH3:55])[CH2:32][CH:33]([CH3:54])[CH2:34][CH2:35][CH:36]=[CH:37][C@@H:38]3[CH2:43][C@@:39]3([C:44](=[O:53])[NH:45][S:46]([C:49]3([CH3:52])[CH2:51][CH2:50]3)(=[O:48])=[O:47])[NH:40][C:41](=[O:42])[C@@H:27]2[CH2:26]1.CC(C)([O-])C.[K+].Cl, predict the reaction product. The product is: [CH:15]([O:14][C:11]1[CH:12]=[CH:13][C:8]([C:6]2[CH:7]=[C:2]([O:24][C@H:25]3[CH2:65][N:28]4[C:29](=[O:64])[C@@H:30]([NH:56][C:57](=[O:63])[O:58][C:59]([CH3:62])([CH3:61])[CH3:60])[C@H:31]([CH3:55])[CH2:32][CH:33]([CH3:54])[CH2:34][CH2:35][CH:36]=[CH:37][C@@H:38]5[CH2:43][C@@:39]5([C:44](=[O:53])[NH:45][S:46]([C:49]5([CH3:52])[CH2:51][CH2:50]5)(=[O:47])=[O:48])[NH:40][C:41](=[O:42])[C@@H:27]4[CH2:26]3)[CH:3]=[C:4]([C:18]3[CH:23]=[N:22][CH:21]=[CH:20][N:19]=3)[N:5]=2)=[CH:9][CH:10]=1)([CH3:17])[CH3:16]. (2) The product is: [CH2:1]([O:3][C:4]([CH:6]1[CH2:11][CH2:10][N:9]([C:12]2[CH:17]=[CH:16][C:15]([C:18](=[O:28])[NH:19][C:20]3[CH:21]=[C:22]([C:29]4[CH:34]=[CH:33][CH:32]=[CH:31][CH:30]=4)[C:23]([CH3:26])=[CH:24][CH:25]=3)=[CH:14][N:13]=2)[CH2:8][CH2:7]1)=[O:5])[CH3:2]. Given the reactants [CH2:1]([O:3][C:4]([CH:6]1[CH2:11][CH2:10][N:9]([C:12]2[CH:17]=[CH:16][C:15]([C:18](=[O:28])[NH:19][C:20]3[CH:25]=[CH:24][C:23]([CH3:26])=[C:22](I)[CH:21]=3)=[CH:14][N:13]=2)[CH2:8][CH2:7]1)=[O:5])[CH3:2].[C:29]1(B(O)O)[CH:34]=[CH:33][CH:32]=[CH:31][CH:30]=1.C(OC(C1CCN(C2C=CC(C(=O)NC3C=CC(C4C=CC=CC=4)=C(C)C=3)=CN=2)CC1)=O)C, predict the reaction product.